Predict the reactants needed to synthesize the given product. From a dataset of Full USPTO retrosynthesis dataset with 1.9M reactions from patents (1976-2016). (1) Given the product [NH2:17][C@H:7]([C:5]1[NH:6][C:2]([I:1])=[CH:3][N:4]=1)[CH2:8][CH2:9][CH2:10][CH2:11][CH2:12][C:13]([NH:15][CH3:16])=[O:14], predict the reactants needed to synthesize it. The reactants are: [I:1][C:2]1[NH:6][C:5]([C@@H:7]([NH:17]C(=O)OCC2C=CC=CC=2)[CH2:8][CH2:9][CH2:10][CH2:11][CH2:12][C:13]([NH:15][CH3:16])=[O:14])=[N:4][CH:3]=1.Br. (2) Given the product [Br:1][C:2]1[CH:25]=[CH:24][C:5]2[N:6]([C:20]([CH3:22])([CH3:21])[CH3:23])[C:7]([C:9]3[CH:14]=[CH:13][CH:12]=[CH:11][C:10]=3[C:15]3[N:16]=[N:17][N:18]([CH3:28])[N:19]=3)=[N:8][C:4]=2[CH:3]=1, predict the reactants needed to synthesize it. The reactants are: [Br:1][C:2]1[CH:25]=[CH:24][C:5]2[N:6]([C:20]([CH3:23])([CH3:22])[CH3:21])[C:7]([C:9]3[CH:14]=[CH:13][CH:12]=[CH:11][C:10]=3[C:15]3[N:16]=[N:17][NH:18][N:19]=3)=[N:8][C:4]=2[CH:3]=1.IC.[C:28]([O-])([O-])=O.[K+].[K+]. (3) Given the product [N:20]1[CH:25]=[CH:24][CH:23]=[C:22]([CH:26]=[CH:27][CH2:28][C:29]([OH:31])=[O:30])[CH:21]=1, predict the reactants needed to synthesize it. The reactants are: [H-].C[C@H]1C[C@]23[C@@H]4CCCN2CCC[C@@H]3C(=O)C[C@@H]4C1.[N:20]1[CH:25]=[CH:24][CH:23]=[C:22]([CH:26]=[CH:27][CH2:28][C:29]([O:31]CC)=[O:30])[CH:21]=1. (4) Given the product [Cl:19][C:13]1[CH:14]=[C:15]([Cl:18])[CH:16]=[CH:17][C:12]=1[C:4]1[N:3]=[C:2]([NH:20][CH2:21][CH2:22][CH2:23][NH:24][C:25]2[CH:32]=[CH:31][C:28]([C:29]#[N:30])=[CH:27][N:26]=2)[C:11]2[C:6](=[CH:7][CH:8]=[CH:9][CH:10]=2)[N:5]=1, predict the reactants needed to synthesize it. The reactants are: Cl[C:2]1[C:11]2[C:6](=[CH:7][CH:8]=[CH:9][CH:10]=2)[N:5]=[C:4]([C:12]2[CH:17]=[CH:16][C:15]([Cl:18])=[CH:14][C:13]=2[Cl:19])[N:3]=1.[NH2:20][CH2:21][CH2:22][CH2:23][NH:24][C:25]1[CH:32]=[CH:31][C:28]([C:29]#[N:30])=[CH:27][N:26]=1.NCCNC1C=CC(C#N)=CN=1. (5) Given the product [CH:1]1([C:7]2[CH:16]=[C:15]3[C:10]([C:11]([CH3:24])=[CH:12][C:13](=[O:23])[N:14]3[CH2:17][CH:18]=[O:19])=[CH:9][CH:8]=2)[CH2:2][CH2:3][CH2:4][CH2:5][CH2:6]1, predict the reactants needed to synthesize it. The reactants are: [CH:1]1([C:7]2[CH:16]=[C:15]3[C:10]([C:11]([CH3:24])=[CH:12][C:13](=[O:23])[N:14]3[CH2:17][CH:18]3OCC[O:19]3)=[CH:9][CH:8]=2)[CH2:6][CH2:5][CH2:4][CH2:3][CH2:2]1.FC(F)(F)C(O)=O.C(OCC)(=O)C.C(=O)([O-])O.[Na+]. (6) The reactants are: [Cl:1][C:2]1[CH:3]=[N+:4]([O-:25])[CH:5]=[C:6]([Cl:24])[C:7]=1[CH2:8][CH:9]([C:11]1[CH:16]=[CH:15][C:14]([O:17][CH3:18])=[C:13]([O:19][CH2:20][CH:21]2[CH2:23][CH2:22]2)[CH:12]=1)[OH:10].C(Cl)CCl.[CH3:30][N:31]([CH3:51])[C:32]([C:34]1[CH:35]=[C:36]([S:40]([N:43]2[CH2:47][CH2:46][S:45][C@H:44]2[C:48](O)=[O:49])(=[O:42])=[O:41])[CH:37]=[CH:38][CH:39]=1)=[O:33]. Given the product [Cl:24][C:6]1[CH:5]=[N+:4]([O-:25])[CH:3]=[C:2]([Cl:1])[C:7]=1[CH2:8][CH:9]([C:11]1[CH:16]=[CH:15][C:14]([O:17][CH3:18])=[C:13]([O:19][CH2:20][CH:21]2[CH2:23][CH2:22]2)[CH:12]=1)[O:10][C:48]([C@H:44]1[N:43]([S:40]([C:36]2[CH:37]=[CH:38][CH:39]=[C:34]([C:32](=[O:33])[N:31]([CH3:30])[CH3:51])[CH:35]=2)(=[O:42])=[O:41])[CH2:47][CH2:46][S:45]1)=[O:49], predict the reactants needed to synthesize it. (7) Given the product [Br:12][C:13]1[CH:18]=[CH:17][C:16]([CH2:19][C:20]([NH:1][C:2]2[CH:6]=[C:5]([C:7]3([CH2:10][OH:11])[CH2:8][CH2:9]3)[O:4][N:3]=2)=[O:21])=[CH:15][CH:14]=1, predict the reactants needed to synthesize it. The reactants are: [NH2:1][C:2]1[CH:6]=[C:5]([C:7]2([CH2:10][OH:11])[CH2:9][CH2:8]2)[O:4][N:3]=1.[Br:12][C:13]1[CH:18]=[CH:17][C:16]([CH2:19][C:20](Cl)=[O:21])=[CH:15][CH:14]=1.